This data is from Reaction yield outcomes from USPTO patents with 853,638 reactions. The task is: Predict the reaction yield, written as a fraction of the theoretical maximum amount of product (1.0 means a 100% yield; for example, 0.34 means a 34% yield). (1) The reactants are Cl[C:2]1[CH:3]=[CH:4][C:5]([O:20][CH3:21])=[C:6]([C:8]2[CH:13]=[CH:12][C:11]([S:14]([CH2:17][CH3:18])(=[O:16])=[O:15])=[CH:10][C:9]=2[F:19])[CH:7]=1.C([O-])(=O)C.[K+].[B:27]1([B:27]2[O:31][C:30]([CH3:33])([CH3:32])[C:29]([CH3:35])([CH3:34])[O:28]2)[O:31][C:30]([CH3:33])([CH3:32])[C:29]([CH3:35])([CH3:34])[O:28]1.C1(P(C2CCCCC2)C2CCCCC2)CCCCC1. The catalyst is COCCOC.C1C=CC(/C=C/C(/C=C/C2C=CC=CC=2)=O)=CC=1.C1C=CC(/C=C/C(/C=C/C2C=CC=CC=2)=O)=CC=1.C1C=CC(/C=C/C(/C=C/C2C=CC=CC=2)=O)=CC=1.[Pd].[Pd]. The product is [CH2:17]([S:14]([C:11]1[CH:12]=[CH:13][C:8]([C:6]2[C:5]([O:20][CH3:21])=[CH:4][CH:3]=[C:2]([B:27]3[O:31][C:30]([CH3:33])([CH3:32])[C:29]([CH3:35])([CH3:34])[O:28]3)[CH:7]=2)=[C:9]([F:19])[CH:10]=1)(=[O:16])=[O:15])[CH3:18]. The yield is 0.150. (2) The reactants are C(OC1[CH:11]=[CH:10][C:9]([CH2:12][CH:13]([NH:36][C:37](=[O:54])[CH2:38][CH:39]([NH:43][C:44]([NH:46][CH2:47][C:48]2[CH:53]=[CH:52][CH:51]=[CH:50][CH:49]=2)=[O:45])[CH2:40][CH:41]=[CH2:42])[C:14](=[O:35])[N:15]([CH2:27][CH:28](OCC)OCC)[CH2:16][C:17]2[CH:22]=[CH:21][CH:20]=[C:19]([O:23][CH3:24])[C:18]=2[O:25][CH3:26])=[CH:8][CH:7]=1)(C)(C)C.[CH:55]([OH:57])=O. No catalyst specified. The product is [CH2:47]([NH:46][C:44]([N:43]1[CH:39]([CH2:40][CH:41]=[CH2:42])[CH2:38][C:37](=[O:54])[N:36]2[CH:13]([CH2:12][C:9]3[CH:8]=[CH:7][C:55]([OH:57])=[CH:11][CH:10]=3)[C:14](=[O:35])[N:15]([CH2:16][C:17]3[CH:22]=[CH:21][CH:20]=[C:19]([O:23][CH3:24])[C:18]=3[O:25][CH3:26])[CH2:27][CH:28]12)=[O:45])[C:48]1[CH:49]=[CH:50][CH:51]=[CH:52][CH:53]=1. The yield is 0.380. (3) The reactants are [CH2:1]([C@H:3]1[C:7](=[O:8])[O:6][C:5](=[O:9])[NH:4]1)[CH3:2].Cl[C:11]([O:13][CH2:14][C:15]1[CH:20]=[CH:19][CH:18]=[CH:17][CH:16]=1)=[O:12].CN1CCOCC1.C(OCC)(=O)C.Cl. The catalyst is O1CCCC1. The product is [CH2:1]([C@H:3]1[C:7](=[O:8])[O:6][C:5](=[O:9])[N:4]1[C:11]([O:13][CH2:14][C:15]1[CH:20]=[CH:19][CH:18]=[CH:17][CH:16]=1)=[O:12])[CH3:2]. The yield is 0.520. (4) The reactants are [CH3:1][N:2]1[CH2:7][CH2:6][C:5](=[O:8])[CH2:4][CH2:3]1.[F:9][C:10]1[CH:15]=[CH:14][C:13]([Mg]Br)=[CH:12][CH:11]=1. The catalyst is C(OCC)C.C(OCC)(=O)C.[Cl-].[NH4+]. The product is [F:9][C:10]1[CH:15]=[CH:14][C:13]([C:5]2([OH:8])[CH2:6][CH2:7][N:2]([CH3:1])[CH2:3][CH2:4]2)=[CH:12][CH:11]=1. The yield is 0.320. (5) The reactants are [F:1][C:2]1[CH:7]=[CH:6][C:5]([F:8])=[CH:4][C:3]=1[CH:9]([S:18]([C:21]1[CH:26]=[CH:25][C:24](F)=[CH:23][CH:22]=1)(=[O:20])=[O:19])[CH2:10][CH2:11][CH2:12][CH2:13][S:14]([CH3:17])(=[O:16])=[O:15].[NH:28]1[CH2:33][CH2:32][O:31][CH2:30][CH2:29]1.CN1CCCCC1. The catalyst is CS(C)=O. The product is [F:1][C:2]1[CH:7]=[CH:6][C:5]([F:8])=[CH:4][C:3]=1[CH:9]([S:18]([C:21]1[CH:22]=[CH:23][C:24]([N:28]2[CH2:33][CH2:32][O:31][CH2:30][CH2:29]2)=[CH:25][CH:26]=1)(=[O:19])=[O:20])[CH2:10][CH2:11][CH2:12][CH2:13][S:14]([CH3:17])(=[O:15])=[O:16]. The yield is 0.920. (6) The reactants are [C:1]([C:4]1[CH:9]=[CH:8][C:7](B(O)O)=[CH:6][CH:5]=1)(=[O:3])[CH3:2].I[C:14]1[C:22]2[C:17](=[N:18][CH:19]=[N:20][C:21]=2[NH2:23])[N:16]([CH:24]([CH3:26])[CH3:25])[N:15]=1.C([O-])([O-])=O.[Na+].[Na+]. The catalyst is CCO.COCCOC.C1C=CC([P]([Pd]([P](C2C=CC=CC=2)(C2C=CC=CC=2)C2C=CC=CC=2)([P](C2C=CC=CC=2)(C2C=CC=CC=2)C2C=CC=CC=2)[P](C2C=CC=CC=2)(C2C=CC=CC=2)C2C=CC=CC=2)(C2C=CC=CC=2)C2C=CC=CC=2)=CC=1. The product is [NH2:23][C:21]1[N:20]=[CH:19][N:18]=[C:17]2[N:16]([CH:24]([CH3:26])[CH3:25])[N:15]=[C:14]([C:7]3[CH:8]=[CH:9][C:4]([C:1](=[O:3])[CH3:2])=[CH:5][CH:6]=3)[C:22]=12. The yield is 0.620. (7) The reactants are [OH-:1].[Na+].[CH:3]([N:6]1[C:10]([C:11]([F:14])([F:13])[F:12])=[C:9](CC#N)[CH:8]=[N:7]1)([CH3:5])[CH3:4].[CH3:18][CH2:19][OH:20]. No catalyst specified. The product is [CH:3]([N:6]1[C:10]([C:11]([F:14])([F:13])[F:12])=[C:9]([CH2:18][C:19]([OH:1])=[O:20])[CH:8]=[N:7]1)([CH3:5])[CH3:4]. The yield is 0.750. (8) The reactants are [I:1][C:2]1[CH:8]=[CH:7][C:5]([NH2:6])=[C:4]([O:9][CH3:10])[CH:3]=1.Cl.[CH:12](O)=[O:13]. The catalyst is [O-2].[Zn+2]. The product is [I:1][C:2]1[CH:8]=[CH:7][C:5]([NH:6][CH:12]=[O:13])=[C:4]([O:9][CH3:10])[CH:3]=1. The yield is 0.660. (9) The reactants are C([O:3][C:4](=[O:38])[C@H:5]([CH2:15][C:16]1[CH:21]=[CH:20][C:19]([O:22][CH2:23][CH2:24][S:25][CH2:26][CH2:27][CH2:28][CH2:29][CH2:30][CH2:31][CH2:32][CH2:33][CH2:34][CH2:35][CH2:36][CH3:37])=[CH:18][CH:17]=1)[NH:6][C:7](=[O:14])[C:8]1[CH:13]=[CH:12][CH:11]=[CH:10][CH:9]=1)C.[OH-].[Li+]. The catalyst is C(O)C.O.C(OCC)(=O)C. The product is [C:7]([NH:6][C@H:5]([C:4]([OH:38])=[O:3])[CH2:15][C:16]1[CH:17]=[CH:18][C:19]([O:22][CH2:23][CH2:24][S:25][CH2:26][CH2:27][CH2:28][CH2:29][CH2:30][CH2:31][CH2:32][CH2:33][CH2:34][CH2:35][CH2:36][CH3:37])=[CH:20][CH:21]=1)(=[O:14])[C:8]1[CH:13]=[CH:12][CH:11]=[CH:10][CH:9]=1. The yield is 0.960. (10) The reactants are [CH3:1][O:2][C:3]1[CH:8]=[C:7]([CH:9]2[CH2:14][CH2:13][N:12]([CH3:15])[CH2:11][CH2:10]2)[C:6]([N+:16]([O-:18])=[O:17])=[CH:5][C:4]=1[NH:19]C(=O)C.Cl. The catalyst is CO. The product is [CH3:1][O:2][C:3]1[CH:8]=[C:7]([CH:9]2[CH2:10][CH2:11][N:12]([CH3:15])[CH2:13][CH2:14]2)[C:6]([N+:16]([O-:18])=[O:17])=[CH:5][C:4]=1[NH2:19]. The yield is 0.930.